From a dataset of Catalyst prediction with 721,799 reactions and 888 catalyst types from USPTO. Predict which catalyst facilitates the given reaction. Reactant: [C:1]1([CH3:11])[CH:6]=[CH:5][C:4]([S:7](Cl)(=[O:9])=[O:8])=[CH:3][CH:2]=1.[Br:12][C:13]1[CH:19]=[CH:18][C:16]([OH:17])=[CH:15][C:14]=1[OH:20].C([O-])([O-])=O.[K+].[K+].[CH2:27](Br)[CH:28]=[CH2:29]. Product: [CH3:11][C:1]1[CH:6]=[CH:5][C:4]([S:7]([O:17][C:16]2[CH:18]=[CH:19][C:13]([Br:12])=[C:14]([O:20][CH2:29][CH:28]=[CH2:27])[CH:15]=2)(=[O:9])=[O:8])=[CH:3][CH:2]=1. The catalyst class is: 21.